This data is from Catalyst prediction with 721,799 reactions and 888 catalyst types from USPTO. The task is: Predict which catalyst facilitates the given reaction. (1) The catalyst class is: 2. Reactant: C(OC([N:8]([O:27]C(OC(C)(C)C)=O)[C:9]1([CH3:26])[C:13](=[O:14])[N:12]([CH3:15])[N:11]=[C:10]1[C:16]1[CH:21]=[CH:20][CH:19]=[CH:18][C:17]=1[C:22]([F:25])([F:24])[F:23])=O)(C)(C)C. Product: [OH:27][NH:8][C:9]1([CH3:26])[C:13](=[O:14])[N:12]([CH3:15])[N:11]=[C:10]1[C:16]1[CH:21]=[CH:20][CH:19]=[CH:18][C:17]=1[C:22]([F:25])([F:23])[F:24]. (2) Reactant: Br[C:2]1[N:10]2[C:5]([C:6]([NH2:11])=[N:7][CH:8]=[N:9]2)=[CH:4][CH:3]=1.Cl[Si](C)(C)C.CC([Mg]Cl)C.[C:22]1(=[O:28])[CH2:27][CH2:26][CH2:25][CH2:24][CH2:23]1. Product: [NH2:11][C:6]1[C:5]2=[CH:4][CH:3]=[C:2]([C:22]3([OH:28])[CH2:27][CH2:26][CH2:25][CH2:24][CH2:23]3)[N:10]2[N:9]=[CH:8][N:7]=1. The catalyst class is: 1. (3) Reactant: Cl[CH2:2][C:3](=[O:5])[CH3:4].[Br:6][C:7]1[CH:12]=[CH:11][C:10]([NH:13]C(=O)C(F)(F)F)=[C:9](OC)[CH:8]=1.[C:22](=[O:25])([O-])[O-].[Cs+].[Cs+].[I-].[K+]. Product: [Br:6][C:7]1[CH:12]=[CH:11][C:10]([NH:13][CH2:2][C:3](=[O:5])[CH3:4])=[C:9]([O:25][CH3:22])[CH:8]=1. The catalyst class is: 136.